Dataset: Reaction yield outcomes from USPTO patents with 853,638 reactions. Task: Predict the reaction yield, written as a fraction of the theoretical maximum amount of product (1.0 means a 100% yield; for example, 0.34 means a 34% yield). The yield is 0.790. The catalyst is C(=O)(O)[O-].[Na+]. The reactants are [CH3:1][C:2]1[S:11][C:10]2[NH:9][C:8]3[CH:12]=[CH:13][CH:14]=[CH:15][C:7]=3[N:6]=[C:5]([N:16]3[CH2:21][CH2:20][NH:19][C@@H:18]([CH2:22][CH2:23][C:24]4[CH:25]=[N:26][CH:27]=[CH:28][CH:29]=4)[CH2:17]3)[C:4]=2[CH:3]=1.C=O.[CH2:32](Cl)Cl.C(O[BH-](OC(=O)C)OC(=O)C)(=O)C.[Na+]. The product is [CH3:1][C:2]1[S:11][C:10]2[NH:9][C:8]3[CH:12]=[CH:13][CH:14]=[CH:15][C:7]=3[N:6]=[C:5]([N:16]3[CH2:21][CH2:20][N:19]([CH3:32])[C@@H:18]([CH2:22][CH2:23][C:24]4[CH:25]=[N:26][CH:27]=[CH:28][CH:29]=4)[CH2:17]3)[C:4]=2[CH:3]=1.